Predict the product of the given reaction. From a dataset of Forward reaction prediction with 1.9M reactions from USPTO patents (1976-2016). Given the reactants [CH2:1]([O:4][C:5]1([CH3:41])[CH2:10][CH2:9][N:8]([C:11]2[N:16]3[CH:17]=[C:18]([NH:20]C(OCC[Si](C)(C)C)=O)[N:19]=[C:15]3[CH:14]=[C:13]([CH3:30])[C:12]=2[C@H:31]([O:36][C:37]([CH3:40])([CH3:39])[CH3:38])[C:32]([O:34][CH3:35])=[O:33])[CH2:7][CH2:6]1)[CH:2]=[CH2:3].CCCC[N+](CCCC)(CCCC)CCCC.[F-], predict the reaction product. The product is: [CH2:1]([O:4][C:5]1([CH3:41])[CH2:10][CH2:9][N:8]([C:11]2[N:16]3[CH:17]=[C:18]([NH2:20])[N:19]=[C:15]3[CH:14]=[C:13]([CH3:30])[C:12]=2[C@H:31]([O:36][C:37]([CH3:40])([CH3:39])[CH3:38])[C:32]([O:34][CH3:35])=[O:33])[CH2:7][CH2:6]1)[CH:2]=[CH2:3].